Predict the product of the given reaction. From a dataset of Forward reaction prediction with 1.9M reactions from USPTO patents (1976-2016). (1) The product is: [F:16][C:2]([F:1])([F:15])[C:3]1[CH:4]=[CH:5][C:6]([CH:9]2[CH2:10][CH2:11][NH:12][CH2:13][CH2:14]2)=[CH:7][CH:8]=1. Given the reactants [F:1][C:2]([F:16])([F:15])[C:3]1[CH:8]=[CH:7][C:6]([C:9]2[CH:14]=[CH:13][N:12]=[CH:11][CH:10]=2)=[CH:5][CH:4]=1.C(O)(C(F)(F)F)=O, predict the reaction product. (2) Given the reactants [Cl:1][CH2:2][C:3]([NH:5][NH:6][C:7]1[CH:8]=[CH:9][C:10]2[NH:15][C:14](=O)[C:13]([C:17]3[CH:22]=[CH:21][CH:20]=[CH:19][CH:18]=3)=[N:12][C:11]=2[N:23]=1)=O.P(Cl)(Cl)([Cl:26])=O, predict the reaction product. The product is: [Cl:26][C:14]1[N:15]=[C:10]2[CH:9]=[CH:8][C:7]3=[N:6][N:5]=[C:3]([CH2:2][Cl:1])[N:23]3[C:11]2=[N:12][C:13]=1[C:17]1[CH:22]=[CH:21][CH:20]=[CH:19][CH:18]=1. (3) Given the reactants [Br:1][C:2]1[CH:3]=[CH:4][C:5]([N+:17]([O-])=O)=[C:6]([CH:16]=1)[NH:7][CH2:8][C:9]1[CH:14]=[CH:13][CH:12]=[C:11]([F:15])[CH:10]=1.O.NN, predict the reaction product. The product is: [Br:1][C:2]1[CH:16]=[C:6]([NH:7][CH2:8][C:9]2[CH:14]=[CH:13][CH:12]=[C:11]([F:15])[CH:10]=2)[C:5]([NH2:17])=[CH:4][CH:3]=1.